From a dataset of Reaction yield outcomes from USPTO patents with 853,638 reactions. Predict the reaction yield, written as a fraction of the theoretical maximum amount of product (1.0 means a 100% yield; for example, 0.34 means a 34% yield). The product is [N:1]1[N:2]([C:13]2[CH:14]=[CH:15][C:16]([C:19]([F:36])([F:37])[C:20]([C:28]3[CH:33]=[CH:32][C:31]([F:34])=[CH:30][C:29]=3[F:35])([OH:27])[CH2:21][N:22]3[CH:26]=[N:25][N:24]=[N:23]3)=[N:17][CH:18]=2)[N:3]=[CH:4][CH:5]=1. The yield is 0.420. The reactants are [NH:1]1[CH:5]=[CH:4][N:3]=[N:2]1.C([O-])([O-])=O.[K+].[K+].Br[C:13]1[CH:14]=[CH:15][C:16]([C:19]([F:37])([F:36])[C:20]([C:28]2[CH:33]=[CH:32][C:31]([F:34])=[CH:30][C:29]=2[F:35])([OH:27])[CH2:21][N:22]2[CH:26]=[N:25][N:24]=[N:23]2)=[N:17][CH:18]=1. The catalyst is [Cu].